The task is: Predict the product of the given reaction.. This data is from Forward reaction prediction with 1.9M reactions from USPTO patents (1976-2016). (1) Given the reactants C(O)(C(F)(F)F)=O.[F:8][C:9]1[CH:14]=[CH:13][C:12]([F:15])=[CH:11][C:10]=1[C:16]1[N:20](C(OC(C)(C)C)=O)[CH2:19][CH2:18][CH:17]=1, predict the reaction product. The product is: [F:8][C:9]1[CH:14]=[CH:13][C:12]([F:15])=[CH:11][C:10]=1[C:16]1[CH2:17][CH2:18][CH2:19][N:20]=1. (2) Given the reactants C(OC([N:8]1[CH2:13][CH2:12][CH:11]([C:14]2[CH:19]=[CH:18][C:17]([CH2:20][O:21][C:22]3[CH:27]=[CH:26][C:25]([C:28]4[CH:33]=[CH:32][CH:31]=[CH:30][CH:29]=4)=[C:24]([CH3:34])[CH:23]=3)=[CH:16][CH:15]=2)[CH2:10][CH2:9]1)=O)(C)(C)C.CCN(C(C)C)C(C)C.[C:44]([O:48][C:49]([CH3:52])([CH3:51])[CH3:50])(=[O:47])[CH:45]=[CH2:46], predict the reaction product. The product is: [C:49]([O:48][C:44](=[O:47])[CH2:45][CH2:46][N:8]1[CH2:13][CH2:12][CH:11]([C:14]2[CH:19]=[CH:18][C:17]([CH2:20][O:21][C:22]3[CH:27]=[CH:26][C:25]([C:28]4[CH:29]=[CH:30][CH:31]=[CH:32][CH:33]=4)=[C:24]([CH3:34])[CH:23]=3)=[CH:16][CH:15]=2)[CH2:10][CH2:9]1)([CH3:52])([CH3:51])[CH3:50].